This data is from Reaction yield outcomes from USPTO patents with 853,638 reactions. The task is: Predict the reaction yield, written as a fraction of the theoretical maximum amount of product (1.0 means a 100% yield; for example, 0.34 means a 34% yield). (1) The reactants are CS(O[C:6]1([CH2:9][CH2:10][O:11][C:12](=[O:15])[CH2:13][CH3:14])[CH2:8][CH2:7]1)(=O)=O.[Br-].[Mg+2].[Br-].[Mg].[Br:20]CCBr.[Cl-].[NH4+]. The catalyst is C(OCC)C.C1(C)C=CC=CC=1. The product is [C:12]([O:11][CH2:10][CH2:9][C:6]([CH2:8][Br:20])=[CH2:7])(=[O:15])[CH2:13][CH3:14]. The yield is 0.960. (2) The reactants are [C:1]([C:3]1[CH:4]=[C:5]2[C:9](=[CH:10][CH:11]=1)[NH:8][C:7]([Si](CC)(CC)CC)=[C:6]2[CH2:19][CH2:20][NH:21][C:22](=[O:37])[C:23]1[CH:28]=[CH:27][C:26]([CH2:29][C:30]2[CH:35]=[CH:34][CH:33]=[C:32]([F:36])[CH:31]=2)=[CH:25][CH:24]=1)#[N:2]. The catalyst is FC(F)(F)C(O)=O. The product is [C:1]([C:3]1[CH:4]=[C:5]2[C:9](=[CH:10][CH:11]=1)[NH:8][CH:7]=[C:6]2[CH2:19][CH2:20][NH:21][C:22](=[O:37])[C:23]1[CH:28]=[CH:27][C:26]([CH2:29][C:30]2[CH:35]=[CH:34][CH:33]=[C:32]([F:36])[CH:31]=2)=[CH:25][CH:24]=1)#[N:2]. The yield is 0.290. (3) The reactants are [N:1]1([C:6]2[CH:11]=[CH:10][C:9]([OH:12])=[CH:8][CH:7]=2)[CH:5]=[N:4][N:3]=[N:2]1.C1N2CN3CN(C2)CN1C3.FC(F)(F)[C:25](O)=[O:26]. No catalyst specified. The product is [OH:12][C:9]1[CH:8]=[CH:7][C:6]([N:1]2[CH:5]=[N:4][N:3]=[N:2]2)=[CH:11][C:10]=1[CH:25]=[O:26]. The yield is 0.300. (4) The reactants are [CH3:1][NH:2][CH3:3].Cl[C:5]1[CH:10]=[C:9]([Cl:11])[N:8]=[C:7]([NH:12][C:13]2[CH:18]=[CH:17][CH:16]=[CH:15][CH:14]=2)[N:6]=1. The catalyst is O1CCCC1.C(N(CC)C(C)C)(C)C. The product is [Cl:11][C:9]1[N:12]([C:13]2[CH:18]=[CH:17][CH:16]=[CH:15][CH:14]=2)[CH:7]([NH2:8])[N:6]=[C:5]([N:2]([CH3:3])[CH3:1])[CH:10]=1. The yield is 0.800. (5) The reactants are [ClH:1].[CH2:2]([C:5]1[N:6]=[C:7]([NH2:10])[NH:8][CH:9]=1)[C:3]#[CH:4].[N:11]([CH2:14][C:15]1[CH:19]=[CH:18][O:17][CH:16]=1)=[N+:12]=[N-:13]. No catalyst specified. The product is [ClH:1].[O:17]1[CH:18]=[CH:19][C:15]([CH2:14][N:11]2[CH:4]=[C:3]([CH2:2][C:5]3[N:6]=[C:7]([NH2:10])[NH:8][CH:9]=3)[N:13]=[N:12]2)=[CH:16]1. The yield is 0.430.